Dataset: NCI-60 drug combinations with 297,098 pairs across 59 cell lines. Task: Regression. Given two drug SMILES strings and cell line genomic features, predict the synergy score measuring deviation from expected non-interaction effect. (1) Drug 1: CCC1(CC2CC(C3=C(CCN(C2)C1)C4=CC=CC=C4N3)(C5=C(C=C6C(=C5)C78CCN9C7C(C=CC9)(C(C(C8N6C)(C(=O)OC)O)OC(=O)C)CC)OC)C(=O)OC)O.OS(=O)(=O)O. Drug 2: C1C(C(OC1N2C=NC(=NC2=O)N)CO)O. Cell line: SK-MEL-28. Synergy scores: CSS=-1.46, Synergy_ZIP=6.02, Synergy_Bliss=-1.78, Synergy_Loewe=-0.112, Synergy_HSA=-4.21. (2) Drug 1: C1CC(C1)(C(=O)O)C(=O)O.[NH2-].[NH2-].[Pt+2]. Drug 2: C1CC(=O)NC(=O)C1N2C(=O)C3=CC=CC=C3C2=O. Cell line: MCF7. Synergy scores: CSS=3.12, Synergy_ZIP=-2.27, Synergy_Bliss=-2.53, Synergy_Loewe=-1.06, Synergy_HSA=-1.10. (3) Drug 1: CC1C(C(CC(O1)OC2CC(CC3=C2C(=C4C(=C3O)C(=O)C5=CC=CC=C5C4=O)O)(C(=O)C)O)N)O. Drug 2: CC1C(C(CC(O1)OC2CC(CC3=C2C(=C4C(=C3O)C(=O)C5=C(C4=O)C(=CC=C5)OC)O)(C(=O)CO)O)N)O.Cl. Cell line: SN12C. Synergy scores: CSS=73.4, Synergy_ZIP=2.02, Synergy_Bliss=1.05, Synergy_Loewe=4.80, Synergy_HSA=6.38. (4) Drug 1: CCC(=C(C1=CC=CC=C1)C2=CC=C(C=C2)OCCN(C)C)C3=CC=CC=C3.C(C(=O)O)C(CC(=O)O)(C(=O)O)O. Drug 2: CC(C)NC(=O)C1=CC=C(C=C1)CNNC.Cl. Cell line: ACHN. Synergy scores: CSS=2.02, Synergy_ZIP=-0.289, Synergy_Bliss=0.623, Synergy_Loewe=-1.67, Synergy_HSA=-1.17. (5) Synergy scores: CSS=30.5, Synergy_ZIP=-2.40, Synergy_Bliss=-0.841, Synergy_Loewe=-7.37, Synergy_HSA=-1.55. Drug 2: C1C(C(OC1N2C=NC3=C(N=C(N=C32)Cl)N)CO)O. Cell line: M14. Drug 1: CCC1(CC2CC(C3=C(CCN(C2)C1)C4=CC=CC=C4N3)(C5=C(C=C6C(=C5)C78CCN9C7C(C=CC9)(C(C(C8N6C=O)(C(=O)OC)O)OC(=O)C)CC)OC)C(=O)OC)O.OS(=O)(=O)O. (6) Drug 1: CS(=O)(=O)CCNCC1=CC=C(O1)C2=CC3=C(C=C2)N=CN=C3NC4=CC(=C(C=C4)OCC5=CC(=CC=C5)F)Cl. Drug 2: CN(C(=O)NC(C=O)C(C(C(CO)O)O)O)N=O. Cell line: HCC-2998. Synergy scores: CSS=5.48, Synergy_ZIP=3.17, Synergy_Bliss=3.47, Synergy_Loewe=-6.93, Synergy_HSA=-0.0559. (7) Drug 1: CCC(=C(C1=CC=CC=C1)C2=CC=C(C=C2)OCCN(C)C)C3=CC=CC=C3.C(C(=O)O)C(CC(=O)O)(C(=O)O)O. Drug 2: CC1=C(N=C(N=C1N)C(CC(=O)N)NCC(C(=O)N)N)C(=O)NC(C(C2=CN=CN2)OC3C(C(C(C(O3)CO)O)O)OC4C(C(C(C(O4)CO)O)OC(=O)N)O)C(=O)NC(C)C(C(C)C(=O)NC(C(C)O)C(=O)NCCC5=NC(=CS5)C6=NC(=CS6)C(=O)NCCC[S+](C)C)O. Cell line: HOP-92. Synergy scores: CSS=20.6, Synergy_ZIP=-3.35, Synergy_Bliss=7.74, Synergy_Loewe=-9.15, Synergy_HSA=2.37.